From a dataset of Full USPTO retrosynthesis dataset with 1.9M reactions from patents (1976-2016). Predict the reactants needed to synthesize the given product. (1) Given the product [CH3:24][O:23][C:21]([N:17]1[CH2:18][CH2:19][NH:20][C:16]1=[N:1][C:2]1[CH:3]=[C:4]([C:12]#[N:13])[C:5]2[NH:9][CH:8]=[N:7][C:6]=2[C:10]=1[CH3:11])=[O:22], predict the reactants needed to synthesize it. The reactants are: [NH2:1][C:2]1[CH:3]=[C:4]([C:12]#[N:13])[C:5]2[N:9]=[CH:8][NH:7][C:6]=2[C:10]=1[CH3:11].CS[C:16]1[N:17]([C:21]([O:23][CH3:24])=[O:22])[CH2:18][CH2:19][N:20]=1.[OH-].[Na+]. (2) Given the product [CH3:52][N:53]([CH3:64])[CH:54]1[CH2:55][N:56]([CH:58]2[CH2:63][CH2:62][N:61]([C:10]([NH:9][C:19]3[CH:24]=[C:23]([O:25][C:26]4[CH:31]=[CH:30][C:29]([NH:32][C:33]([C:35]5([C:38]([NH:39][C:40]6[CH:41]=[CH:42][CH:43]=[CH:44][CH:45]=6)=[O:46])[CH2:36][CH2:37]5)=[O:34])=[C:28]([F:47])[CH:27]=4)[CH:22]=[CH:21][N:20]=3)=[O:11])[CH2:60][CH2:59]2)[CH2:57]1, predict the reactants needed to synthesize it. The reactants are: C1(OC(=O)[N:9]([C:19]2[CH:24]=[C:23]([O:25][C:26]3[CH:31]=[CH:30][C:29]([NH:32][C:33]([C:35]4([C:38](=[O:46])[NH:39][C:40]5[CH:45]=[CH:44][CH:43]=[CH:42][CH:41]=5)[CH2:37][CH2:36]4)=[O:34])=[C:28]([F:47])[CH:27]=3)[CH:22]=[CH:21][N:20]=2)[C:10](OC2C=CC=CC=2)=[O:11])C=CC=CC=1.Cl.Cl.Cl.[CH3:52][N:53]([CH3:64])[CH:54]1[CH2:57][N:56]([CH:58]2[CH2:63][CH2:62][NH:61][CH2:60][CH2:59]2)[CH2:55]1.C(N(CC)CC)C. (3) Given the product [Br:1][C:2]1[CH:3]=[C:4]2[C:10]([C:25]3[CH:26]=[CH:27][CH:28]=[CH:29][C:24]=3[O:23][CH3:22])=[CH:9][N:8]([S:12]([C:15]3[CH:20]=[CH:19][C:18]([CH3:21])=[CH:17][CH:16]=3)(=[O:14])=[O:13])[C:5]2=[N:6][CH:7]=1, predict the reactants needed to synthesize it. The reactants are: [Br:1][C:2]1[CH:3]=[C:4]2[C:10](I)=[CH:9][N:8]([S:12]([C:15]3[CH:20]=[CH:19][C:18]([CH3:21])=[CH:17][CH:16]=3)(=[O:14])=[O:13])[C:5]2=[N:6][CH:7]=1.[CH3:22][O:23][C:24]1[CH:29]=[CH:28][CH:27]=[CH:26][C:25]=1B(O)O.C(#N)C.C([O-])([O-])=O.[Na+].[Na+]. (4) Given the product [CH3:1][N:2]1[CH:6]=[C:5]([C:7]2[C:15]3[C:10](=[N:11][CH:12]=[C:13]([OH:35])[CH:14]=3)[N:9]([CH2:25][O:26][CH2:27][CH2:28][Si:29]([CH3:31])([CH3:30])[CH3:32])[CH:8]=2)[CH:4]=[N:3]1, predict the reactants needed to synthesize it. The reactants are: [CH3:1][N:2]1[CH:6]=[C:5]([C:7]2[C:15]3[C:10](=[N:11][CH:12]=[C:13](B4OC(C)(C)C(C)(C)O4)[CH:14]=3)[N:9]([CH2:25][O:26][CH2:27][CH2:28][Si:29]([CH3:32])([CH3:31])[CH3:30])[CH:8]=2)[CH:4]=[N:3]1.C(O)(=[O:35])C.OO.